From a dataset of Peptide-MHC class II binding affinity with 134,281 pairs from IEDB. Regression. Given a peptide amino acid sequence and an MHC pseudo amino acid sequence, predict their binding affinity value. This is MHC class II binding data. (1) The peptide sequence is TLWQRPIVTIKIGGQLKEAL. The MHC is DRB1_0401 with pseudo-sequence DRB1_0401. The binding affinity (normalized) is 0.187. (2) The peptide sequence is NLEIDMIVDTISDFR. The MHC is DRB1_1302 with pseudo-sequence DRB1_1302. The binding affinity (normalized) is 0.840. (3) The peptide sequence is FRNIVNMLHGVRDGL. The MHC is DRB3_0202 with pseudo-sequence DRB3_0202. The binding affinity (normalized) is 0.373.